Dataset: Merck oncology drug combination screen with 23,052 pairs across 39 cell lines. Task: Regression. Given two drug SMILES strings and cell line genomic features, predict the synergy score measuring deviation from expected non-interaction effect. (1) Drug 1: CCC1=CC2CN(C1)Cc1c([nH]c3ccccc13)C(C(=O)OC)(c1cc3c(cc1OC)N(C)C1C(O)(C(=O)OC)C(OC(C)=O)C4(CC)C=CCN5CCC31C54)C2. Drug 2: NC(=O)c1cccc2cn(-c3ccc(C4CCCNC4)cc3)nc12. Cell line: OVCAR3. Synergy scores: synergy=-42.9. (2) Drug 1: CCC1(O)C(=O)OCc2c1cc1n(c2=O)Cc2cc3c(CN(C)C)c(O)ccc3nc2-1. Drug 2: Cn1c(=O)n(-c2ccc(C(C)(C)C#N)cc2)c2c3cc(-c4cnc5ccccc5c4)ccc3ncc21. Cell line: PA1. Synergy scores: synergy=-9.72. (3) Cell line: OV90. Drug 1: O=C(CCCCCCC(=O)Nc1ccccc1)NO. Drug 2: O=C(O)C1(Cc2cccc(Nc3nccs3)n2)CCC(Oc2cccc(Cl)c2F)CC1. Synergy scores: synergy=0.799. (4) Drug 1: CCC1(O)CC2CN(CCc3c([nH]c4ccccc34)C(C(=O)OC)(c3cc4c(cc3OC)N(C)C3C(O)(C(=O)OC)C(OC(C)=O)C5(CC)C=CCN6CCC43C65)C2)C1. Drug 2: CCc1cnn2c(NCc3ccc[n+]([O-])c3)cc(N3CCCCC3CCO)nc12. Cell line: OVCAR3. Synergy scores: synergy=-18.6. (5) Drug 1: CN(C)C(=N)N=C(N)N. Drug 2: Cn1c(=O)n(-c2ccc(C(C)(C)C#N)cc2)c2c3cc(-c4cnc5ccccc5c4)ccc3ncc21. Cell line: KPL1. Synergy scores: synergy=12.7. (6) Drug 1: Cn1nnc2c(C(N)=O)ncn2c1=O. Drug 2: O=C(O)C1(Cc2cccc(Nc3nccs3)n2)CCC(Oc2cccc(Cl)c2F)CC1. Cell line: OVCAR3. Synergy scores: synergy=-10.3. (7) Drug 1: N#Cc1ccc(Cn2cncc2CN2CCN(c3cccc(Cl)c3)C(=O)C2)cc1. Drug 2: COc1cc(C2c3cc4c(cc3C(OC3OC5COC(C)OC5C(O)C3O)C3COC(=O)C23)OCO4)cc(OC)c1O. Cell line: ES2. Synergy scores: synergy=-11.8.